From a dataset of Reaction yield outcomes from USPTO patents with 853,638 reactions. Predict the reaction yield, written as a fraction of the theoretical maximum amount of product (1.0 means a 100% yield; for example, 0.34 means a 34% yield). (1) The reactants are [C:1]([O:8][CH2:9][CH3:10])(=O)[C:2]([O:4][CH2:5][CH3:6])=[O:3].C(OC[C:15]([O:17][CH2:18][CH3:19])=[O:16])C.[O-]CC.[Na+].Cl. The catalyst is C1(C)C=CC=CC=1. The product is [CH2:18]([O:17][C:15](=[O:16])[CH:1]([O:8][CH2:9][CH3:10])[C:2]([O:4][CH2:5][CH3:6])=[O:3])[CH3:19]. The yield is 0.937. (2) The catalyst is CN(C=O)C.O. The yield is 0.480. The reactants are [N:1]1([C:7]([O:9][C:10]([CH3:13])([CH3:12])[CH3:11])=[O:8])[CH2:6][CH2:5][NH:4][CH2:3][CH2:2]1.[Cl:14][CH2:15][CH2:16][CH2:17]I.C([O-])([O-])=O.[K+].[K+]. The product is [Cl:14][CH2:15][CH2:16][CH2:17][N:4]1[CH2:5][CH2:6][N:1]([C:7]([O:9][C:10]([CH3:13])([CH3:12])[CH3:11])=[O:8])[CH2:2][CH2:3]1. (3) The reactants are [OH:1][C@H:2]1[C:10]2[C:5](=[CH:6][CH:7]=[CH:8][CH:9]=2)[CH2:4][C@:3]1([CH2:20][C:21]1[CH:29]=[CH:28][C:24]([C:25]([OH:27])=[O:26])=[CH:23][CH:22]=1)[C:11]1[CH2:12][C:13]2[C:18]([CH:19]=1)=[CH:17][CH:16]=[CH:15][CH:14]=2.C([O-])([O-])=O.[K+].[K+].[CH2:36](I)[CH2:37][CH3:38]. The catalyst is CN(C=O)C.Cl. The product is [OH:1][C@H:2]1[C:10]2[C:5](=[CH:6][CH:7]=[CH:8][CH:9]=2)[CH2:4][C@:3]1([CH2:20][C:21]1[CH:29]=[CH:28][C:24]([C:25]([O:27][CH2:36][CH2:37][CH3:38])=[O:26])=[CH:23][CH:22]=1)[C:11]1[CH2:12][C:13]2[C:18]([CH:19]=1)=[CH:17][CH:16]=[CH:15][CH:14]=2. The yield is 0.730. (4) The reactants are [CH3:1][C:2]1[C:7]([OH:8])=[CH:6][CH:5]=[CH:4][N:3]=1.[H-].[Na+].Br[C:12]1[CH:13]=[C:14]([N+]([O-])=O)[C:15]([C:18]#[N:19])=[N:16][CH:17]=1.[N:23]1[CH:28]=[CH:27][CH:26]=[CH:25][C:24]=1[SH:29]. The catalyst is CN(C=O)C. The product is [CH3:1][C:2]1[C:7]([O:8][C:14]2[C:15]([C:18]#[N:19])=[N:16][CH:17]=[C:12]([S:29][C:24]3[CH:25]=[CH:26][CH:27]=[CH:28][N:23]=3)[CH:13]=2)=[CH:6][CH:5]=[CH:4][N:3]=1. The yield is 0.850.